Dataset: Experimentally validated miRNA-target interactions with 360,000+ pairs, plus equal number of negative samples. Task: Binary Classification. Given a miRNA mature sequence and a target amino acid sequence, predict their likelihood of interaction. The miRNA is hsa-miR-657 with sequence GGCAGGUUCUCACCCUCUCUAGG. The protein sequence of the target gene is MFPSRRKAAQLPWEDGRSGLLSGGLPRKCSVFHLFVACLSLGFFSLLWLQLSCSGDVARAVRGQGQETSGPPRACPPEPPPEHWEEDASWGPHRLAVLVPFRERFEELLVFVPHMRRFLSRKKIRHHIYVLNQVDHFRFNRAALINVGFLESSNSTDYIAMHDVDLLPLNEELDYGFPEAGPFHVASPELHPLYHYKTYVGGILLLSKQHYRLCNGMSNRFWGWGREDDEFYRRIKGAGLQLFRPSGITTGYKTFRHLHDPAWRKRDQKRIAAQKQEQFKVDREGGLNTVKYHVASRTAL.... Result: 1 (interaction).